From a dataset of Full USPTO retrosynthesis dataset with 1.9M reactions from patents (1976-2016). Predict the reactants needed to synthesize the given product. Given the product [Br:1][C:2]1[CH:7]=[CH:6][CH:5]=[CH:4][C:3]=1[CH2:8][CH2:9][C:10]([Cl:16])=[O:12], predict the reactants needed to synthesize it. The reactants are: [Br:1][C:2]1[CH:7]=[CH:6][CH:5]=[CH:4][C:3]=1[CH2:8][CH2:9][C:10]([OH:12])=O.C(Cl)(=O)C([Cl:16])=O.CN(C)C=O.